Dataset: Catalyst prediction with 721,799 reactions and 888 catalyst types from USPTO. Task: Predict which catalyst facilitates the given reaction. (1) Reactant: [F:1][CH:2]([F:12])[C:3]1[C:7]([C:8](Cl)=[O:9])=[CH:6][N:5]([CH3:11])[N:4]=1.[NH2:13][C@H:14]([CH2:16][OH:17])[CH3:15].C(N(CC)CC)C. Product: [OH:17][CH2:16][CH:14]([NH:13][C:8]([C:7]1[C:3]([CH:2]([F:12])[F:1])=[N:4][N:5]([CH3:11])[CH:6]=1)=[O:9])[CH3:15]. The catalyst class is: 4. (2) Reactant: [C:1]([C:5]1[CH:10]=[CH:9][CH:8]=[C:7]([C:11]([CH3:14])([CH3:13])[CH3:12])[C:6]=1[OH:15])([CH3:4])([CH3:3])[CH3:2].C([Li])CCC.[Cl:21][Ti:22](Cl)([Cl:33])[C:23]1([CH3:32])[C:27]([CH3:28])=[C:26]([CH3:29])[C:25]([CH3:30])=[C:24]1[CH3:31]. Product: [Cl:21][Ti:22]([Cl:33])([C:23]1([CH3:32])[C:24]([CH3:31])=[C:25]([CH3:30])[C:26]([CH3:29])=[C:27]1[CH3:28])[O:15][C:6]1[C:5]([C:1]([CH3:4])([CH3:3])[CH3:2])=[CH:10][CH:9]=[CH:8][C:7]=1[C:11]([CH3:14])([CH3:13])[CH3:12]. The catalyst class is: 27. (3) Reactant: Cl.[N:2]1([C:8]2[C:13](/[CH:14]=[C:15]3/[C:16](=[O:21])[NH:17][C:18](=[O:20])[S:19]/3)=[CH:12][CH:11]=[CH:10][N:9]=2)[CH2:7][CH2:6][NH:5][CH2:4][CH2:3]1.[C:22]([O:26][C:27]([NH:29][CH2:30][CH2:31][C:32](O)=[O:33])=[O:28])([CH3:25])([CH3:24])[CH3:23].C(N(C(C)C)CC)(C)C.CN(C(ON1N=NC2C=CC=NC1=2)=[N+](C)C)C.F[P-](F)(F)(F)(F)F. Product: [O:20]=[C:18]1[NH:17][C:16](=[O:21])/[C:15](=[CH:14]/[C:13]2[C:8]([N:2]3[CH2:7][CH2:6][N:5]([C:32](=[O:33])[CH2:31][CH2:30][NH:29][C:27](=[O:28])[O:26][C:22]([CH3:23])([CH3:24])[CH3:25])[CH2:4][CH2:3]3)=[N:9][CH:10]=[CH:11][CH:12]=2)/[S:19]1. The catalyst class is: 136. (4) Reactant: [C:1]([NH:9][C:10]1[C:11]2[N:12]=[CH:13][N:14]([C:30]=2[N:31]=[CH:32][N:33]=1)[C@@H:15]1[O:29][C@H:19]([CH2:20][O:21][Si:22]([C:25]([CH3:28])([CH3:27])[CH3:26])([CH3:24])[CH3:23])[C@@H:17]([OH:18])[CH2:16]1)(=[O:8])[C:2]1[CH:7]=[CH:6][CH:5]=[CH:4][CH:3]=1.[CH3:34][S:35]([CH3:37])=O.C(OC(=O)C)(=O)C.C([O-])(O)=O.[Na+]. Product: [C:1]([NH:9][C:10]1[C:11]2[N:12]=[CH:13][N:14]([C:30]=2[N:31]=[CH:32][N:33]=1)[C@@H:15]1[O:29][C@H:19]([CH2:20][O:21][Si:22]([C:25]([CH3:26])([CH3:27])[CH3:28])([CH3:24])[CH3:23])[C@@H:17]([O:18][CH2:34][S:35][CH3:37])[CH2:16]1)(=[O:8])[C:2]1[CH:3]=[CH:4][CH:5]=[CH:6][CH:7]=1. The catalyst class is: 15. (5) Reactant: [CH2:1]([O:3][C:4]([N:6]1[C:15]2[C:10](=[N:11][C:12]([O:16][CH3:17])=[CH:13][CH:14]=2)[C@@H:9]([NH:18][C:19]2[N:24]=[C:23]([CH2:25][C:26]3[CH:31]=[C:30]([C:32]([F:35])([F:34])[F:33])[CH:29]=[C:28]([C:36]([F:39])([F:38])[F:37])[CH:27]=3)[C:22](Br)=[CH:21][N:20]=2)[CH2:8][C@H:7]1[CH2:41][CH3:42])=[O:5])[CH3:2].[CH3:43]C(C)([O-])C.[Na+].C(P(C(C)(C)C)C1C=CC=CC=1C1C=CC=CC=1)(C)(C)C.[C:70]([O:74][C:75](=[O:80])[CH2:76][CH2:77][NH:78]C)([CH3:73])([CH3:72])[CH3:71]. Product: [CH2:1]([O:3][C:4]([N:6]1[C:15]2[C:10](=[N:11][C:12]([O:16][CH3:17])=[CH:13][CH:14]=2)[C@@H:9]([NH:18][C:19]2[N:24]=[C:23]([CH2:25][C:26]3[CH:31]=[C:30]([C:32]([F:35])([F:34])[F:33])[CH:29]=[C:28]([C:36]([F:39])([F:38])[F:37])[CH:27]=3)[C:22]([NH:78][CH2:77][CH:76]([CH3:43])[C:75]([O:74][C:70]([CH3:73])([CH3:72])[CH3:71])=[O:80])=[CH:21][N:20]=2)[CH2:8][C@H:7]1[CH2:41][CH3:42])=[O:5])[CH3:2]. The catalyst class is: 101. (6) Reactant: [C:1]1([Mg]Br)[CH:6]=[CH:5][CH:4]=[CH:3][CH:2]=1.[Cl:9][C:10]1[C:15]([CH:16]=[O:17])=[C:14]([Cl:18])[N:13]=[CH:12][N:11]=1.O. Product: [Cl:9][C:10]1[C:15]([CH:16]([C:1]2[CH:6]=[CH:5][CH:4]=[CH:3][CH:2]=2)[OH:17])=[C:14]([Cl:18])[N:13]=[CH:12][N:11]=1. The catalyst class is: 1.